From a dataset of Reaction yield outcomes from USPTO patents with 853,638 reactions. Predict the reaction yield, written as a fraction of the theoretical maximum amount of product (1.0 means a 100% yield; for example, 0.34 means a 34% yield). The reactants are C(OC(=O)[NH:7][CH:8]1[CH2:13][CH2:12][N:11]([C:14]2[C:15]3[S:22][CH:21]=[CH:20][C:16]=3[N:17]=[CH:18][N:19]=2)[CH2:10][CH2:9]1)(C)(C)C.C(O)(C(F)(F)F)=O. The catalyst is C(Cl)Cl. The product is [N:17]1[C:16]2[CH:20]=[CH:21][S:22][C:15]=2[C:14]([N:11]2[CH2:10][CH2:9][CH:8]([NH2:7])[CH2:13][CH2:12]2)=[N:19][CH:18]=1. The yield is 0.620.